This data is from Full USPTO retrosynthesis dataset with 1.9M reactions from patents (1976-2016). The task is: Predict the reactants needed to synthesize the given product. (1) Given the product [CH:1]12[CH:9]3[CH:3]([CH2:4][CH2:5][CH:6]3[CH2:7][CH2:8]1)[C:2](=[O:10])[O:26]2, predict the reactants needed to synthesize it. The reactants are: [CH:1]12[CH:9]3[CH:3]([CH2:4][CH2:5][CH:6]3[CH2:7][CH2:8]1)[C:2]2=[O:10].C1C=CC(=O)/C(=C/NCCN/C=C2/C=CC=CC/2=[O:26])/C=1.OO. (2) Given the product [Br:27][C:6]1[C:7](=[O:26])[N:8]([CH2:11][CH2:12][C:13]2[CH:14]=[CH:15][C:16]([C:17]([O:19][C:20]([CH3:22])([CH3:21])[CH3:23])=[O:18])=[CH:24][CH:25]=2)[C:9]([CH3:10])=[C:4]([CH:1]2[CH2:2][CH2:3]2)[CH:5]=1, predict the reactants needed to synthesize it. The reactants are: [CH:1]1([C:4]2[CH:5]=[CH:6][C:7](=[O:26])[N:8]([CH2:11][CH2:12][C:13]3[CH:25]=[CH:24][C:16]([C:17]([O:19][C:20]([CH3:23])([CH3:22])[CH3:21])=[O:18])=[CH:15][CH:14]=3)[C:9]=2[CH3:10])[CH2:3][CH2:2]1.[Br:27]N1C(=O)CCC1=O.O. (3) Given the product [Cl:1][C:2]1[CH:3]=[C:4]2[C:9](=[CH:10][CH:11]=1)[NH:8][C:7](=[O:12])[N:6]([CH2:13][C:14]([F:17])([F:16])[F:15])[C:5]2([CH2:25][CH3:26])[C:18]1[CH:23]=[CH:22][C:21]([C:28]#[N:29])=[CH:20][CH:19]=1, predict the reactants needed to synthesize it. The reactants are: [Cl:1][C:2]1[CH:3]=[C:4]2[C:9](=[CH:10][CH:11]=1)[NH:8][C:7](=[O:12])[N:6]([CH2:13][C:14]([F:17])([F:16])[F:15])[C:5]2([CH2:25][CH3:26])[C:18]1[CH:23]=[CH:22][C:21](Br)=[CH:20][CH:19]=1.[Cu][C:28]#[N:29].